From a dataset of Peptide-MHC class II binding affinity with 134,281 pairs from IEDB. Regression. Given a peptide amino acid sequence and an MHC pseudo amino acid sequence, predict their binding affinity value. This is MHC class II binding data. (1) The peptide sequence is PNYNLIIMDEAHFTD. The MHC is DRB1_0101 with pseudo-sequence DRB1_0101. The binding affinity (normalized) is 0.450. (2) The MHC is DRB1_0301 with pseudo-sequence DRB1_0301. The binding affinity (normalized) is 0.407. The peptide sequence is CEHLEDGIYGIFQST.